From a dataset of Peptide-MHC class II binding affinity with 134,281 pairs from IEDB. Regression. Given a peptide amino acid sequence and an MHC pseudo amino acid sequence, predict their binding affinity value. This is MHC class II binding data. (1) The peptide sequence is AAATAGTTVYGAFAA. The MHC is H-2-IAd with pseudo-sequence H-2-IAd. The binding affinity (normalized) is 0.518. (2) The peptide sequence is RSQTFLQGLRYFIMA. The MHC is DRB1_0101 with pseudo-sequence DRB1_0101. The binding affinity (normalized) is 0.656. (3) The peptide sequence is GELELQFRRVKCKYP. The MHC is HLA-DPA10103-DPB10201 with pseudo-sequence HLA-DPA10103-DPB10201. The binding affinity (normalized) is 0.357. (4) The peptide sequence is EDDLLNRNNTFKPFA. The MHC is DRB3_0202 with pseudo-sequence DRB3_0202. The binding affinity (normalized) is 0.243. (5) The MHC is HLA-DPA10103-DPB10601 with pseudo-sequence HLA-DPA10103-DPB10601. The peptide sequence is EKKGFAATQFEPLAA. The binding affinity (normalized) is 0.867. (6) The peptide sequence is GWIISNIFGAIPVLA. The MHC is DRB1_1501 with pseudo-sequence DRB1_1501. The binding affinity (normalized) is 0.604. (7) The peptide sequence is LNKFVSPKSVIGRFV. The MHC is DRB1_0404 with pseudo-sequence DRB1_0404. The binding affinity (normalized) is 0.542.